From a dataset of NCI-60 drug combinations with 297,098 pairs across 59 cell lines. Regression. Given two drug SMILES strings and cell line genomic features, predict the synergy score measuring deviation from expected non-interaction effect. (1) Drug 1: C1=CC(=CC=C1CCC2=CNC3=C2C(=O)NC(=N3)N)C(=O)NC(CCC(=O)O)C(=O)O. Drug 2: CC1=C(C(=O)C2=C(C1=O)N3CC4C(C3(C2COC(=O)N)OC)N4)N. Cell line: UACC-257. Synergy scores: CSS=11.6, Synergy_ZIP=-5.25, Synergy_Bliss=-4.31, Synergy_Loewe=-1.25, Synergy_HSA=-1.47. (2) Drug 1: CC1=C(N=C(N=C1N)C(CC(=O)N)NCC(C(=O)N)N)C(=O)NC(C(C2=CN=CN2)OC3C(C(C(C(O3)CO)O)O)OC4C(C(C(C(O4)CO)O)OC(=O)N)O)C(=O)NC(C)C(C(C)C(=O)NC(C(C)O)C(=O)NCCC5=NC(=CS5)C6=NC(=CS6)C(=O)NCCC[S+](C)C)O. Drug 2: C1=CC=C(C(=C1)C(C2=CC=C(C=C2)Cl)C(Cl)Cl)Cl. Cell line: A549. Synergy scores: CSS=-2.14, Synergy_ZIP=7.64, Synergy_Bliss=21.5, Synergy_Loewe=-30.5, Synergy_HSA=-2.88. (3) Drug 1: COC1=CC(=CC(=C1O)OC)C2C3C(COC3=O)C(C4=CC5=C(C=C24)OCO5)OC6C(C(C7C(O6)COC(O7)C8=CC=CS8)O)O. Drug 2: COC1=NC(=NC2=C1N=CN2C3C(C(C(O3)CO)O)O)N. Cell line: T-47D. Synergy scores: CSS=34.0, Synergy_ZIP=-0.469, Synergy_Bliss=4.19, Synergy_Loewe=-58.8, Synergy_HSA=2.39. (4) Drug 1: CC1CC2C3CCC4=CC(=O)C=CC4(C3(C(CC2(C1(C(=O)CO)O)C)O)F)C. Drug 2: CN1C=C(C=N1)C2=C3N=C(C(=C(N3N=C2)N)Br)C4CCCNC4. Cell line: SW-620. Synergy scores: CSS=0.698, Synergy_ZIP=3.03, Synergy_Bliss=4.06, Synergy_Loewe=2.00, Synergy_HSA=2.25. (5) Drug 1: C1=CN(C(=O)N=C1N)C2C(C(C(O2)CO)O)O.Cl. Drug 2: B(C(CC(C)C)NC(=O)C(CC1=CC=CC=C1)NC(=O)C2=NC=CN=C2)(O)O. Cell line: HL-60(TB). Synergy scores: CSS=30.7, Synergy_ZIP=-0.546, Synergy_Bliss=-0.555, Synergy_Loewe=-15.8, Synergy_HSA=-0.642.